Predict the reactants needed to synthesize the given product. From a dataset of Full USPTO retrosynthesis dataset with 1.9M reactions from patents (1976-2016). (1) Given the product [CH3:1][C:2]1[C:7]([CH:8]([CH3:14])[C:9]([OH:11])=[O:10])=[CH:6][CH:5]=[C:4]([N:15]2[CH:19]=[N:18][N:17]=[N:16]2)[N:3]=1, predict the reactants needed to synthesize it. The reactants are: [CH3:1][C:2]1[C:7]([CH:8]([CH3:14])[C:9]([O:11]CC)=[O:10])=[CH:6][CH:5]=[C:4]([N:15]2[CH:19]=[N:18][N:17]=[N:16]2)[N:3]=1.O[Li].O.C(O)(=O)CC(CC(O)=O)(C(O)=O)O. (2) Given the product [F:23][C:20]1[CH:21]=[CH:22][C:17](/[CH:16]=[CH:15]/[C:12]2[O:13][CH:14]=[C:10]([CH2:9][O:40][C:37]3[CH:38]=[CH:39][C:34]([CH2:33][CH2:32][CH2:31][CH2:30][N:25]4[CH:29]=[CH:28][N:27]=[N:26]4)=[CH:35][CH:36]=3)[N:11]=2)=[CH:18][CH:19]=1, predict the reactants needed to synthesize it. The reactants are: CN(C=O)C.[H-].[Na+].Cl[CH2:9][C:10]1[N:11]=[C:12](/[CH:15]=[CH:16]/[C:17]2[CH:22]=[CH:21][C:20]([F:23])=[CH:19][CH:18]=2)[O:13][CH:14]=1.O.[N:25]1([CH2:30][CH2:31][CH2:32][CH2:33][C:34]2[CH:39]=[CH:38][C:37]([OH:40])=[CH:36][CH:35]=2)[CH:29]=[CH:28][N:27]=[N:26]1. (3) Given the product [C:9]1([N:24]([C:18]2[CH:19]=[C:20]([CH3:21])[CH:3]=[C:2]([CH3:5])[CH:1]=2)[CH3:25])[CH:10]=[CH:11][CH:12]=[CH:13][CH:14]=1, predict the reactants needed to synthesize it. The reactants are: [CH3:1][C:2]([CH3:5])([O-])[CH3:3].[K+].CO[C:9]1[CH:10]=[C:11](Cl)[CH:12]=[C:13](OC)[CH:14]=1.[C:18]1([NH2:24])C=C[CH:21]=[CH:20][CH:19]=1.[C:25]1(C)C=CC=CC=1. (4) The reactants are: C([N:8]1[CH2:13][CH2:12][N:11]2[CH2:14][C@H:15]([CH2:18][N:19]3[C:23]4[CH:24]=[CH:25][CH:26]=[CH:27][C:22]=4[O:21][C:20]3=[O:28])[CH2:16][CH2:17][C@H:10]2[CH2:9]1)(OC(C)(C)C)=O.Cl. Given the product [CH2:9]1[NH:8][CH2:13][CH2:12][N:11]2[CH2:14][C@H:15]([CH2:18][N:19]3[C:23]4[CH:24]=[CH:25][CH:26]=[CH:27][C:22]=4[O:21][C:20]3=[O:28])[CH2:16][CH2:17][C@@H:10]12, predict the reactants needed to synthesize it.